From a dataset of NCI-60 drug combinations with 297,098 pairs across 59 cell lines. Regression. Given two drug SMILES strings and cell line genomic features, predict the synergy score measuring deviation from expected non-interaction effect. (1) Cell line: OVCAR-4. Synergy scores: CSS=-4.24, Synergy_ZIP=2.96, Synergy_Bliss=2.53, Synergy_Loewe=-4.04, Synergy_HSA=-3.95. Drug 1: C#CCC(CC1=CN=C2C(=N1)C(=NC(=N2)N)N)C3=CC=C(C=C3)C(=O)NC(CCC(=O)O)C(=O)O. Drug 2: CC(C)NC(=O)C1=CC=C(C=C1)CNNC.Cl. (2) Drug 1: C1C(C(OC1N2C=NC3=C(N=C(N=C32)Cl)N)CO)O. Drug 2: CS(=O)(=O)CCNCC1=CC=C(O1)C2=CC3=C(C=C2)N=CN=C3NC4=CC(=C(C=C4)OCC5=CC(=CC=C5)F)Cl. Cell line: A498. Synergy scores: CSS=3.11, Synergy_ZIP=-0.957, Synergy_Bliss=2.95, Synergy_Loewe=-2.59, Synergy_HSA=1.48. (3) Drug 1: CC1=CC=C(C=C1)C2=CC(=NN2C3=CC=C(C=C3)S(=O)(=O)N)C(F)(F)F. Drug 2: CC1=C2C(C(=O)C3(C(CC4C(C3C(C(C2(C)C)(CC1OC(=O)C(C(C5=CC=CC=C5)NC(=O)OC(C)(C)C)O)O)OC(=O)C6=CC=CC=C6)(CO4)OC(=O)C)O)C)O. Cell line: RXF 393. Synergy scores: CSS=6.63, Synergy_ZIP=3.17, Synergy_Bliss=5.96, Synergy_Loewe=6.98, Synergy_HSA=6.03. (4) Drug 1: C1=NC2=C(N=C(N=C2N1C3C(C(C(O3)CO)O)F)Cl)N. Drug 2: COCCOC1=C(C=C2C(=C1)C(=NC=N2)NC3=CC=CC(=C3)C#C)OCCOC.Cl. Cell line: MOLT-4. Synergy scores: CSS=42.1, Synergy_ZIP=-1.00, Synergy_Bliss=-3.38, Synergy_Loewe=-16.4, Synergy_HSA=-5.25. (5) Drug 1: CC12CCC(CC1=CCC3C2CCC4(C3CC=C4C5=CN=CC=C5)C)O. Drug 2: C(=O)(N)NO. Cell line: K-562. Synergy scores: CSS=12.9, Synergy_ZIP=-5.28, Synergy_Bliss=-5.44, Synergy_Loewe=-18.4, Synergy_HSA=-7.79.